From a dataset of Forward reaction prediction with 1.9M reactions from USPTO patents (1976-2016). Predict the product of the given reaction. (1) Given the reactants Br[CH2:2][CH2:3][O:4][C:5]1[CH:6]=[C:7]([CH:24]=[CH:25][C:26]=1[CH2:27][S:28]([CH3:31])(=[O:30])=[O:29])[C:8]([NH:10][C:11]1[CH:16]=[CH:15][C:14]([Cl:17])=[C:13]([C:18]2[CH:23]=[CH:22][CH:21]=[CH:20][N:19]=2)[CH:12]=1)=[O:9].C(=O)([O-])[O-].[K+].[K+].[N:38]1(C(OC(C)(C)C)=O)[CH2:43][CH2:42][NH:41][CH2:40][CH2:39]1, predict the reaction product. The product is: [Cl:17][C:14]1[CH:15]=[CH:16][C:11]([NH:10][C:8](=[O:9])[C:7]2[CH:24]=[CH:25][C:26]([CH2:27][S:28]([CH3:31])(=[O:30])=[O:29])=[C:5]([O:4][CH2:3][CH2:2][N:38]3[CH2:43][CH2:42][NH:41][CH2:40][CH2:39]3)[CH:6]=2)=[CH:12][C:13]=1[C:18]1[CH:23]=[CH:22][CH:21]=[CH:20][N:19]=1. (2) Given the reactants [Mg].Br[C:3]1[CH:4]=[C:5]([O:18][C:19]([F:22])([F:21])[F:20])[C:6]([O:16][CH3:17])=[C:7]([CH:9]([O:13]CC)OCC)[CH:8]=1.C[Mg]Br.[O:26]1[CH2:30]CCC1.Cl.[O:32]1CCCC1, predict the reaction product. The product is: [CH:9]([C:7]1[CH:8]=[C:3]([CH:4]=[C:5]([O:18][C:19]([F:20])([F:21])[F:22])[C:6]=1[O:16][CH3:17])[C:30]([OH:26])=[O:32])=[O:13]. (3) Given the reactants [CH3:1][C:2]1[C:3]([S:8]([N:11]([CH2:19][C:20]([OH:22])=O)[C:12]2[CH:17]=[CH:16][C:15]([CH3:18])=[CH:14][CH:13]=2)(=[O:10])=[O:9])=[N:4][CH:5]=[CH:6][CH:7]=1.[CH2:23]([NH:25][CH2:26][C:27]1[CH:32]=[CH:31][CH:30]=[CH:29][N:28]=1)[CH3:24], predict the reaction product. The product is: [CH2:23]([N:25]([CH2:26][C:27]1[CH:32]=[CH:31][CH:30]=[CH:29][N:28]=1)[C:20](=[O:22])[CH2:19][N:11]([S:8]([C:3]1[C:2]([CH3:1])=[CH:7][CH:6]=[CH:5][N:4]=1)(=[O:9])=[O:10])[C:12]1[CH:13]=[CH:14][C:15]([CH3:18])=[CH:16][CH:17]=1)[CH3:24].